This data is from Forward reaction prediction with 1.9M reactions from USPTO patents (1976-2016). The task is: Predict the product of the given reaction. (1) Given the reactants O1CCCC1.[Cl:6][C:7]1[C:8]([CH:23]([S:32]([C:35]2[CH:40]=[CH:39][C:38]([Cl:41])=[CH:37][CH:36]=2)(=[O:34])=[O:33])[C:24]2[CH:29]=[C:28]([F:30])[CH:27]=[CH:26][C:25]=2[F:31])=[CH:9][C:10]([NH:13][S:14]([CH2:17][C:18](OCC)=[O:19])(=[O:16])=[O:15])=[N:11][CH:12]=1.[H-].[Al+3].[Li+].[H-].[H-].[H-].[Cl-].[NH4+], predict the reaction product. The product is: [Cl:6][C:7]1[C:8]([CH:23]([S:32]([C:35]2[CH:36]=[CH:37][C:38]([Cl:41])=[CH:39][CH:40]=2)(=[O:34])=[O:33])[C:24]2[CH:29]=[C:28]([F:30])[CH:27]=[CH:26][C:25]=2[F:31])=[CH:9][C:10]([NH:13][S:14]([CH2:17][CH2:18][OH:19])(=[O:16])=[O:15])=[N:11][CH:12]=1. (2) Given the reactants [Cl:1][C:2]1[C:11]2[N:10]=[C:9]([CH3:12])[C:8]([CH2:13][C:14]3[CH:19]=[CH:18][C:17]([Cl:20])=[CH:16][CH:15]=3)=[C:7]([CH3:21])[C:6]=2[C:5]([OH:22])=[CH:4][CH:3]=1.C1C=CC(N([S:30]([C:33]([F:36])([F:35])[F:34])(=[O:32])=[O:31])[S:30]([C:33]([F:36])([F:35])[F:34])(=[O:32])=[O:31])=CC=1.C(=O)([O-])[O-].[K+].[K+].O1CCCC1, predict the reaction product. The product is: [Cl:1][C:2]1[CH:3]=[CH:4][C:5]([O:22][S:30]([C:33]([F:36])([F:35])[F:34])(=[O:32])=[O:31])=[C:6]2[C:11]=1[N:10]=[C:9]([CH3:12])[C:8]([CH2:13][C:14]1[CH:19]=[CH:18][C:17]([Cl:20])=[CH:16][CH:15]=1)=[C:7]2[CH3:21]. (3) Given the reactants [CH2:1]([O:3][C:4]1[C:16]([CH:17]([CH3:19])[CH3:18])=[CH:15][CH:14]=[CH:13][C:5]=1[CH2:6][N:7](C)[C:8](=[O:11])[CH:9]=[CH2:10])[CH3:2].[CH:20](N(C(C)C)CC)(C)C.Br[C:30]1[CH:50]=[N:49][C:33]2[NH:34][C:35](=[O:48])[CH2:36][N:37]([CH2:39][C:40]3[CH:45]=[CH:44][C:43]([O:46][CH3:47])=[CH:42][CH:41]=3)[CH2:38][C:32]=2[CH:31]=1.CC1C=CC=CC=1P(C1C=CC=CC=1C)C1C=CC=CC=1C, predict the reaction product. The product is: [CH2:1]([O:3][C:4]1[C:16]([CH:17]([CH3:18])[CH3:19])=[CH:15][CH:14]=[CH:13][C:5]=1[CH2:6][NH:7][C:8](=[O:11])/[C:9](/[CH3:10])=[CH:20]/[C:30]1[CH:50]=[N:49][C:33]2[NH:34][C:35](=[O:48])[CH2:36][N:37]([CH2:39][C:40]3[CH:45]=[CH:44][C:43]([O:46][CH3:47])=[CH:42][CH:41]=3)[CH2:38][C:32]=2[CH:31]=1)[CH3:2]. (4) Given the reactants [F:1][C:2]1[CH:7]=[CH:6][CH:5]=[CH:4][C:3]=1[C:8]1[N:13]=[C:12]2[C:14]([C:27]3[N:28]=[N:29][CH:30]=[C:31]([O:33][CH3:34])[CH:32]=3)=[CH:15][N:16](S(C3C=CC(C)=CC=3)(=O)=O)[C:11]2=[CH:10][CH:9]=1.[OH-].[Na+], predict the reaction product. The product is: [F:1][C:2]1[CH:7]=[CH:6][CH:5]=[CH:4][C:3]=1[C:8]1[N:13]=[C:12]2[C:14]([C:27]3[N:28]=[N:29][CH:30]=[C:31]([O:33][CH3:34])[CH:32]=3)=[CH:15][NH:16][C:11]2=[CH:10][CH:9]=1. (5) Given the reactants [Br:1][C:2]1[CH:7]=[CH:6][C:5]([C:8]([CH:20]2[CH2:24][CH2:23][CH2:22][CH2:21]2)([CH3:19])[C:9]([O:11][CH:12]2[CH2:17][CH2:16][N:15]([CH3:18])[CH2:14][CH2:13]2)=[O:10])=[CH:4][CH:3]=1.[I:25][CH3:26], predict the reaction product. The product is: [I-:25].[Br:1][C:2]1[CH:7]=[CH:6][C:5]([C:8]([CH:20]2[CH2:21][CH2:22][CH2:23][CH2:24]2)([CH3:19])[C:9]([O:11][CH:12]2[CH2:17][CH2:16][N+:15]([CH3:26])([CH3:18])[CH2:14][CH2:13]2)=[O:10])=[CH:4][CH:3]=1. (6) The product is: [CH:40]12[CH2:32][CH:37]([CH2:38][CH2:39]1)[CH2:36][CH:35]2[CH2:34][NH:33][C:29]([C:26]1[N:27]=[N:28][C:23]([NH:22][C:20]([N:12]2[CH2:11][C:19]3[CH:18]=[CH:17][N:16]=[CH:15][C:14]=3[CH2:13]2)=[O:21])=[CH:24][CH:25]=1)=[O:31]. Given the reactants C1(CCCN)C=CC=CC=1.[CH2:11]1[C:19]2[CH:18]=[CH:17][N:16]=[CH:15][C:14]=2[CH2:13][N:12]1[C:20]([NH:22][C:23]1[N:28]=[N:27][C:26]([C:29]([OH:31])=O)=[CH:25][CH:24]=1)=[O:21].[CH2:32]1[C:40]2[C:35](=[CH:36][CH:37]=[CH:38][CH:39]=2)[CH2:34][N:33]1C(NC1C=CC(C(O)=O)=CC=1)=O, predict the reaction product. (7) Given the reactants [N:1]1[CH:6]=[CH:5][CH:4]=[CH:3][C:2]=1[C:7]1[CH:12]=[CH:11][C:10]([S:13]([N:16]2[CH2:19][CH:18]([C:20](OC)=[O:21])[CH2:17]2)(=[O:15])=[O:14])=[CH:9][CH:8]=1.[BH4-].[Na+].O.[OH-].[Na+], predict the reaction product. The product is: [N:1]1[CH:6]=[CH:5][CH:4]=[CH:3][C:2]=1[C:7]1[CH:8]=[CH:9][C:10]([S:13]([N:16]2[CH2:19][CH:18]([CH2:20][OH:21])[CH2:17]2)(=[O:14])=[O:15])=[CH:11][CH:12]=1.